Dataset: Catalyst prediction with 721,799 reactions and 888 catalyst types from USPTO. Task: Predict which catalyst facilitates the given reaction. (1) Reactant: Cl[C:2]1[C:11]2=[N:12][N:13](CC3C=CC(OC)=CC=3)[CH:14]=[C:10]2[C:9]2[CH:8]=[C:7]([O:24][CH3:25])[CH:6]=[CH:5][C:4]=2[N:3]=1.[CH2:26]([N:28]([CH2:36][CH3:37])[C:29]1[CH:34]=[CH:33][C:32]([NH2:35])=[CH:31][CH:30]=1)[CH3:27].Cl. Product: [CH2:36]([N:28]([CH2:26][CH3:27])[C:29]1[CH:34]=[CH:33][C:32]([NH:35][C:2]2[C:11]3=[N:12][NH:13][CH:14]=[C:10]3[C:9]3[CH:8]=[C:7]([O:24][CH3:25])[CH:6]=[CH:5][C:4]=3[N:3]=2)=[CH:31][CH:30]=1)[CH3:37]. The catalyst class is: 71. (2) Reactant: [CH:1]1([NH:7][C:8]2[C:13]([C:14](O)=[O:15])=[CH:12][N:11]=[C:10]3[N:17]([CH2:20][CH3:21])[N:18]=[CH:19][C:9]=23)[CH2:6][CH2:5][CH2:4][CH2:3][CH2:2]1.Cl.[CH3:23][NH:24][O:25][CH3:26].OC1C2N=NNC=2C=CC=1.CN1CCOCC1.Cl.C(N=C=NCCCN(C)C)C. Product: [CH:1]1([NH:7][C:8]2[C:13]([C:14]([N:24]([O:25][CH3:26])[CH3:23])=[O:15])=[CH:12][N:11]=[C:10]3[N:17]([CH2:20][CH3:21])[N:18]=[CH:19][C:9]=23)[CH2:2][CH2:3][CH2:4][CH2:5][CH2:6]1. The catalyst class is: 35. (3) Reactant: S(Cl)(Cl)=O.C1(CCC(O)=O)C=CC=CC=1.C1(CCC(Cl)=O)C=CC=CC=1.[C:27]1([CH2:33][CH2:34][C:35]([N:37]=[C:38]=[S:39])=[O:36])[CH:32]=[CH:31][CH:30]=[CH:29][CH:28]=1.[CH3:40][O:41][C:42]1[CH:43]=[C:44]2[C:49](=[CH:50][C:51]=1[O:52][CH3:53])[N:48]=[CH:47][CH:46]=[C:45]2[O:54][C:55]1[CH:61]=[CH:60][C:58]([NH2:59])=[CH:57][C:56]=1[F:62]. Product: [CH3:40][O:41][C:42]1[CH:43]=[C:44]2[C:49](=[CH:50][C:51]=1[O:52][CH3:53])[N:48]=[CH:47][CH:46]=[C:45]2[O:54][C:55]1[CH:61]=[CH:60][C:58]([NH:59][C:38]([NH:37][C:35](=[O:36])[CH2:34][CH2:33][C:27]2[CH:32]=[CH:31][CH:30]=[CH:29][CH:28]=2)=[S:39])=[CH:57][C:56]=1[F:62]. The catalyst class is: 548. (4) Reactant: [CH3:1][C:2]1([CH3:23])[C:11]2[C:6](=[CH:7][CH:8]=[C:9]([C:12]([F:15])([F:14])[F:13])[CH:10]=2)[NH:5][CH:4]([C:16]2[CH:22]=[CH:21][CH:20]=[CH:19][C:17]=2[NH2:18])[CH2:3]1.N1C=CC=CC=1.[F:30][C:31]1[CH:36]=[CH:35][CH:34]=[CH:33][C:32]=1[S:37](Cl)(=[O:39])=[O:38]. Product: [CH3:1][C:2]1([CH3:23])[C:11]2[C:6](=[CH:7][CH:8]=[C:9]([C:12]([F:13])([F:15])[F:14])[CH:10]=2)[NH:5][CH:4]([C:16]2[CH:22]=[CH:21][CH:20]=[CH:19][C:17]=2[NH:18][S:37]([C:32]2[CH:33]=[CH:34][CH:35]=[CH:36][C:31]=2[F:30])(=[O:39])=[O:38])[CH2:3]1. The catalyst class is: 46. (5) Reactant: Cl[C:2]1[N:9]=[CH:8][CH:7]=[CH:6][C:3]=1[CH:4]=[O:5].[F:10][C:11]1[CH:19]=[CH:18][C:17]([OH:20])=[CH:16][C:12]=1[C:13]([OH:15])=[O:14].C(=O)([O-])[O-].[Cs+].[Cs+].CS(C)=O. Product: [F:10][C:11]1[CH:19]=[CH:18][C:17]([O:20][C:2]2[C:3]([CH:4]=[O:5])=[CH:6][CH:7]=[CH:8][N:9]=2)=[CH:16][C:12]=1[C:13]([OH:15])=[O:14]. The catalyst class is: 6.